Dataset: Catalyst prediction with 721,799 reactions and 888 catalyst types from USPTO. Task: Predict which catalyst facilitates the given reaction. (1) Reactant: [CH2:1]([C:5]1([N:43]([CH3:45])[CH3:44])[CH2:10][CH2:9][C:8]([C:21]2[NH:22][C:23]3[C:28]([C:29]=2[CH2:30][CH2:31][N:32]2C(=O)C4C(=CC=CC=4)C2=O)=[CH:27][CH:26]=[CH:25][CH:24]=3)([C:11]2[NH:12][C:13]3[C:18]([C:19]=2[CH3:20])=[CH:17][CH:16]=[CH:15][CH:14]=3)[CH2:7][CH2:6]1)[CH2:2][CH2:3][CH3:4].O.NN. Product: [NH2:32][CH2:31][CH2:30][C:29]1[C:28]2[C:23](=[CH:24][CH:25]=[CH:26][CH:27]=2)[NH:22][C:21]=1[C:8]1([C:11]2[NH:12][C:13]3[C:18]([C:19]=2[CH3:20])=[CH:17][CH:16]=[CH:15][CH:14]=3)[CH2:9][CH2:10][C:5]([N:43]([CH3:45])[CH3:44])([CH2:1][CH2:2][CH2:3][CH3:4])[CH2:6][CH2:7]1. The catalyst class is: 273. (2) Reactant: [CH3:1][CH:2]([CH3:18])[CH:3]([NH:7][C:8]1[C:17]2[C:12](=[CH:13][CH:14]=[CH:15][CH:16]=2)[N:11]=[CH:10][CH:9]=1)[C:4]([NH2:6])=O.B. Product: [CH3:1][CH:2]([CH3:18])[CH:3]([NH:7][C:8]1[C:17]2[C:12](=[CH:13][CH:14]=[CH:15][CH:16]=2)[N:11]=[CH:10][CH:9]=1)[CH2:4][NH2:6]. The catalyst class is: 1. (3) Reactant: C(OC([N:11]1[CH2:16][CH2:15][CH:14]([C:17](=O)[CH2:18][CH:19]([C:30]2[CH:35]=[CH:34][C:33]([O:36][CH3:37])=[CH:32][CH:31]=2)[C:20]([C:22]2[CH:27]=[CH:26][C:25]([O:28][CH3:29])=[CH:24][CH:23]=2)=[O:21])[CH2:13][CH2:12]1)=O)C1C=CC=CC=1.C(=O)(O)[O-].[Na+]. Product: [CH3:37][O:36][C:33]1[CH:34]=[CH:35][C:30]([C:19]2[CH:18]=[C:17]([CH:14]3[CH2:15][CH2:16][NH:11][CH2:12][CH2:13]3)[O:21][C:20]=2[C:22]2[CH:23]=[CH:24][C:25]([O:28][CH3:29])=[CH:26][CH:27]=2)=[CH:31][CH:32]=1. The catalyst class is: 65.